This data is from Retrosynthesis with 50K atom-mapped reactions and 10 reaction types from USPTO. The task is: Predict the reactants needed to synthesize the given product. (1) Given the product CC(C)(C)OC(=O)CN(CCCN(CCCNC(=O)C(F)(F)F)CCCNC(=O)C(F)(F)F)C(=O)C(F)(F)F, predict the reactants needed to synthesize it. The reactants are: CC(C)(C)OC(=O)CN(CCCBr)C(=O)C(F)(F)F.O=C(NCCCNCCCNC(=O)C(F)(F)F)C(F)(F)F. (2) Given the product CC#CCOc1ccc(S(=O)(=O)NC(Cc2c[nH]c3ccc(Br)cc23)C(=O)O)cc1, predict the reactants needed to synthesize it. The reactants are: CC#CCOc1ccc(S(=O)(=O)NC(Cc2c[nH]c3ccc(Br)cc23)C(=O)OCC)cc1. (3) Given the product CC(C)Nc1c(I)nnc2cc(-c3ccc(S(C)(=O)=O)cc3)ccc12, predict the reactants needed to synthesize it. The reactants are: CC(C)N.CS(=O)(=O)c1ccc(-c2ccc3c(Cl)c(I)nnc3c2)cc1. (4) Given the product C[C@@H]1CN(c2ccc(OCc3ccccc3)cc2)C(=O)c2c(N)ncnc2O1, predict the reactants needed to synthesize it. The reactants are: C[C@@H]1CN(c2ccc(OCc3ccccc3)cc2)C(=O)c2c(Cl)ncnc2O1.N. (5) Given the product CC(C)=CCN1CCC(NC(=O)C2CN(c3c4c(nc5ccnn35)CCNCC4)C2)CC1, predict the reactants needed to synthesize it. The reactants are: CC(C)=CCN1CCC(NC(=O)C2CN(c3c4c(nc5ccnn35)CCN(C(=O)OC(C)(C)C)CC4)C2)CC1. (6) Given the product C=C1CCN(C(=O)OC(C)(C)C)CC1C, predict the reactants needed to synthesize it. The reactants are: CC1CN(C(=O)OC(C)(C)C)CCC1=O.[Li]CCCC.